From a dataset of Reaction yield outcomes from USPTO patents with 853,638 reactions. Predict the reaction yield, written as a fraction of the theoretical maximum amount of product (1.0 means a 100% yield; for example, 0.34 means a 34% yield). (1) The reactants are Cl[CH2:2][CH2:3][CH:4]1[CH2:9][CH2:8][N:7]([C:10]2[N:11]=[N:12][C:13]([CH3:16])=[CH:14][CH:15]=2)[CH2:6][CH2:5]1.[CH2:17]([O:19][C:20]1[C:24]2[CH:25]=[CH:26][C:27]([OH:29])=[CH:28][C:23]=2[O:22][N:21]=1)[CH3:18].C(=O)([O-])[O-].[Cs+].[Cs+].[I-].[K+]. The catalyst is CN1CCCC1=O.C1COCC1.O. The product is [CH3:18][CH2:17][O:19][C:20]1[C:24]2[CH:25]=[CH:26][C:27]([O:29][CH2:2][CH2:3][CH:4]3[CH2:9][CH2:8][N:7]([C:10]4[CH:15]=[CH:14][C:13]([CH3:16])=[N:12][N:11]=4)[CH2:6][CH2:5]3)=[CH:28][C:23]=2[O:22][N:21]=1. The yield is 0.830. (2) The reactants are [F:1][C:2]1[CH:23]=[CH:22][CH:21]=[C:20]([F:24])[C:3]=1[C:4]([NH:6][C:7]1[CH:12]=[N:11][C:10]([C:13]2[CH2:14][NH:15][CH2:16][CH2:17][C:18]=2[CH3:19])=[CH:9][N:8]=1)=[O:5].[CH3:25][N:26]([CH3:31])[S:27](Cl)(=[O:29])=[O:28].C(N(CC)CC)C. The product is [CH3:25][N:26]([CH3:31])[S:27]([N:15]1[CH2:16][CH2:17][C:18]([CH3:19])=[C:13]([C:10]2[N:11]=[CH:12][C:7]([NH:6][C:4](=[O:5])[C:3]3[C:2]([F:1])=[CH:23][CH:22]=[CH:21][C:20]=3[F:24])=[N:8][CH:9]=2)[CH2:14]1)(=[O:29])=[O:28]. No catalyst specified. The yield is 0.450.